From a dataset of Forward reaction prediction with 1.9M reactions from USPTO patents (1976-2016). Predict the product of the given reaction. (1) The product is: [Cl:1][C:2]1[CH:7]=[CH:6][N:5]2[N:19]=[C:9]([C:10]3[CH:11]=[N:12][CH:13]=[C:14]([CH:16]4[CH2:18][CH2:17]4)[CH:15]=3)[N:8]=[C:4]2[CH:3]=1. Given the reactants [Cl:1][C:2]1[CH:7]=[CH:6][N:5]=[C:4]([NH:8][C:9](=[NH:19])[C:10]2[CH:15]=[C:14]([CH:16]3[CH2:18][CH2:17]3)[CH:13]=[N:12][CH:11]=2)[CH:3]=1, predict the reaction product. (2) The product is: [CH2:7]([S:8][C:16]1[CH:23]=[CH:22][C:19]([CH:20]=[O:21])=[CH:18][CH:17]=1)[C:1]1[CH:6]=[CH:5][CH:4]=[CH:3][CH:2]=1. Given the reactants [C:1]1([CH2:7][SH:8])[CH:6]=[CH:5][CH:4]=[CH:3][CH:2]=1.C(=O)([O-])[O-].[K+].[K+].F[C:16]1[CH:23]=[CH:22][C:19]([CH:20]=[O:21])=[CH:18][CH:17]=1, predict the reaction product. (3) Given the reactants [N:1]1[CH:5]=[CH:4][C:3](=[O:6])[N:2]=1.[Li].[OH-].[Na+].[CH2:10](N=C=NCCCN(C)C)[CH3:11].O[N:22]1[C:26]2[CH:27]=CC=C[C:25]=2N=N1.F[P-](F)(F)(F)(F)F.N1(O[P+](N2CCCC2)(N2CCCC2)N2CCCC2)C2C=CC=CC=2N=N1, predict the reaction product. The product is: [CH:4]([N:22]([CH:26]([CH3:25])[CH3:27])[CH2:10][CH3:11])([CH3:5])[CH3:3].[N:1]1[CH:5]=[CH:4][C:3](=[O:6])[N:2]=1. (4) Given the reactants [C:1](=[O:18])(ON1C(=O)CCC1=O)[O:2][CH2:3][C:4]1[CH:9]=[CH:8][CH:7]=[CH:6][CH:5]=1.[N+:19]([C:22]1[CH:23]=[C:24]([C@H:28]([NH2:30])[CH3:29])[CH:25]=[CH:26][CH:27]=1)([O-:21])=[O:20], predict the reaction product. The product is: [N+:19]([C:22]1[CH:23]=[C:24]([C@H:28]([NH:30][C:1](=[O:18])[O:2][CH2:3][C:4]2[CH:5]=[CH:6][CH:7]=[CH:8][CH:9]=2)[CH3:29])[CH:25]=[CH:26][CH:27]=1)([O-:21])=[O:20]. (5) Given the reactants [Cl:1][C:2]1[CH:3]=[C:4]([NH2:26])[C:5]([NH:9][CH:10]2[CH2:15][CH2:14][N:13]([C@H:16]3[CH2:21][CH2:20][C@@H:19]([O:22][CH2:23][CH2:24][CH3:25])[CH2:18][CH2:17]3)[CH2:12][CH2:11]2)=[CH:6][C:7]=1[CH3:8].C(N(C(C)C)CC)(C)C.Cl[C:37](Cl)([O:39]C(=O)OC(Cl)(Cl)Cl)Cl.C([O-])(O)=O.[Na+], predict the reaction product. The product is: [ClH:1].[Cl:1][C:2]1[C:7]([CH3:8])=[CH:6][C:5]2[N:9]([CH:10]3[CH2:15][CH2:14][N:13]([C@H:16]4[CH2:21][CH2:20][C@@H:19]([O:22][CH2:23][CH2:24][CH3:25])[CH2:18][CH2:17]4)[CH2:12][CH2:11]3)[C:37](=[O:39])[NH:26][C:4]=2[CH:3]=1. (6) Given the reactants [CH3:1][C:2]([O:4][C@H:5]1[C:14]2[C@@:15]3([CH3:30])[C@@H:26]([CH2:27][O:28][CH3:29])[O:25][C:23](=[O:24])[C:17]4=[CH:18][O:19][C:20]([C:21](=[O:22])[C:13]=2[C@@H:8]2[CH2:9][CH2:10][C@H:11]([OH:12])[C@@:7]2([CH3:31])[CH2:6]1)=[C:16]34)=[O:3].[O:32]1[CH2:37][CH2:36][N:35]([CH2:38][CH2:39][CH2:40][N:41]2[CH2:46][CH2:45][NH:44][CH2:43][CH2:42]2)[CH2:34][CH2:33]1, predict the reaction product. The product is: [OH:19][C:20]1[C:21](=[O:22])[C:13]2[CH:8]3[C:7]([CH3:31])([CH:11]([OH:12])[CH2:10][CH2:9]3)[CH2:6][CH:5]([O:4][C:2](=[O:3])[CH3:1])[C:14]=2[C:15]2([CH3:30])[C:16]=1[C:17](=[CH:18][N:44]1[CH2:43][CH2:42][N:41]([CH2:40][CH2:39][CH2:38][N:35]3[CH2:34][CH2:33][O:32][CH2:37][CH2:36]3)[CH2:46][CH2:45]1)[C:23](=[O:24])[O:25][CH:26]2[CH2:27][O:28][CH3:29].